This data is from Forward reaction prediction with 1.9M reactions from USPTO patents (1976-2016). The task is: Predict the product of the given reaction. (1) Given the reactants [O:1]1[CH:5]=[CH:4][C:3]([C:6](=[O:13])[CH2:7][C:8]([O:10][CH2:11][CH3:12])=[O:9])=[CH:2]1.[H-].[Na+].[F:16][C:17]([F:27])([F:26])[C:18]1[CH:25]=[CH:24][C:21]([CH2:22]Br)=[CH:20][CH:19]=1.O, predict the reaction product. The product is: [O:1]1[CH:5]=[CH:4][C:3]([C:6](=[O:13])[CH:7]([CH2:22][C:21]2[CH:20]=[CH:19][C:18]([C:17]([F:16])([F:26])[F:27])=[CH:25][CH:24]=2)[C:8]([O:10][CH2:11][CH3:12])=[O:9])=[CH:2]1. (2) Given the reactants Br[CH2:2][C:3]1[CH:8]=[CH:7][CH:6]=[CH:5][C:4]=1[B:9]1[O:17][C:14]([CH3:16])([CH3:15])[C:11]([CH3:13])([CH3:12])[O:10]1.CN(C)C=O.[Li][N:24]([C:32]1[CH:37]=[CH:36][CH:35]=[CH:34][CH:33]=1)[C:25]([O:27][C:28]([CH3:31])([CH3:30])[CH3:29])=[O:26].O, predict the reaction product. The product is: [C:32]1([N:24]([CH2:2][C:3]2[CH:8]=[CH:7][CH:6]=[CH:5][C:4]=2[B:9]2[O:17][C:14]([CH3:16])([CH3:15])[C:11]([CH3:13])([CH3:12])[O:10]2)[C:25](=[O:26])[O:27][C:28]([CH3:30])([CH3:29])[CH3:31])[CH:37]=[CH:36][CH:35]=[CH:34][CH:33]=1. (3) Given the reactants C(NC(C)C)(C)C.[Li]CCCC.[O:13]=[C:14]1[CH2:19][CH2:18][N:17]([C:20]([O:22][C:23]([CH3:26])([CH3:25])[CH3:24])=[O:21])[CH2:16][CH2:15]1.C1C=CC(N([S:34]([C:37]([F:40])([F:39])[F:38])(=[O:36])=[O:35])[S:34]([C:37]([F:40])([F:39])[F:38])(=[O:36])=[O:35])=CC=1, predict the reaction product. The product is: [CH3:24][C:23]([O:22][C:20]([N:17]1[CH2:16][CH:15]=[C:14]([O:13][S:34]([C:37]([F:40])([F:39])[F:38])(=[O:36])=[O:35])[CH2:19][CH2:18]1)=[O:21])([CH3:26])[CH3:25].